This data is from Forward reaction prediction with 1.9M reactions from USPTO patents (1976-2016). The task is: Predict the product of the given reaction. Given the reactants Br[C:2]1[S:6][C:5]([S:7]([NH:10][C:11]([CH3:14])([CH3:13])[CH3:12])(=[O:9])=[O:8])=[CH:4][CH:3]=1.CC1(C)C(C)(C)OB([C:23]2[CH:24]=[C:25]3[C:29](=[C:30]([C:32]([NH2:34])=[O:33])[CH:31]=2)[NH:28][CH:27]=[CH:26]3)O1.C(=O)([O-])[O-].[K+].[K+], predict the reaction product. The product is: [CH3:12][C:11]([NH:10][S:7]([C:5]1[S:6][C:2]([C:23]2[CH:24]=[C:25]3[C:29](=[C:30]([C:32]([NH2:34])=[O:33])[CH:31]=2)[NH:28][CH:27]=[CH:26]3)=[CH:3][CH:4]=1)(=[O:9])=[O:8])([CH3:14])[CH3:13].